Predict the reactants needed to synthesize the given product. From a dataset of Full USPTO retrosynthesis dataset with 1.9M reactions from patents (1976-2016). (1) The reactants are: [F:1][C:2]1[CH:3]=[C:4]2[C:11]([C:12]3[N:13]=[N:14][C:15]4[C:20]5([CH2:22][CH2:21]5)[C:19](=[O:23])[NH:18][C:16]=4[N:17]=3)=[N:10][NH:9][C:5]2=[N:6][C:7]=1[CH3:8].C(=O)([O-])[O-].[Cs+].[Cs+].Br[CH2:31][C:32]1[CH:37]=[CH:36][C:35]([CH3:38])=[CH:34][C:33]=1[F:39]. Given the product [F:1][C:2]1[CH:3]=[C:4]2[C:11]([C:12]3[N:13]=[N:14][C:15]4[C:20]5([CH2:22][CH2:21]5)[C:19](=[O:23])[NH:18][C:16]=4[N:17]=3)=[N:10][N:9]([CH2:31][C:32]3[CH:37]=[CH:36][C:35]([CH3:38])=[CH:34][C:33]=3[F:39])[C:5]2=[N:6][C:7]=1[CH3:8], predict the reactants needed to synthesize it. (2) Given the product [CH2:1]([C@H:8]1[N:13]([C:14]([C:16]2[CH:20]=[C:19]([CH3:21])[N:18]([C:22]3[CH:27]=[CH:26][CH:25]=[CH:24][C:23]=3[O:28][CH3:42])[C:17]=2[C:29]2[CH:34]=[CH:33][CH:32]=[CH:31][CH:30]=2)=[O:15])[CH2:12][CH2:11][N:10]([C:35]([O:37][C:38]([CH3:41])([CH3:40])[CH3:39])=[O:36])[CH2:9]1)[C:2]1[CH:7]=[CH:6][CH:5]=[CH:4][CH:3]=1, predict the reactants needed to synthesize it. The reactants are: [CH2:1]([C@H:8]1[N:13]([C:14]([C:16]2[CH:20]=[C:19]([CH3:21])[N:18]([C:22]3[CH:27]=[CH:26][CH:25]=[CH:24][C:23]=3[OH:28])[C:17]=2[C:29]2[CH:34]=[CH:33][CH:32]=[CH:31][CH:30]=2)=[O:15])[CH2:12][CH2:11][N:10]([C:35]([O:37][C:38]([CH3:41])([CH3:40])[CH3:39])=[O:36])[CH2:9]1)[C:2]1[CH:7]=[CH:6][CH:5]=[CH:4][CH:3]=1.[C:42](=O)([O-])[O-].[K+].[K+].CN(C=O)C.CI. (3) Given the product [CH3:1][S:2]([C:5]1[CH:14]=[C:13]2[C:8]([CH:9]=[C:10]([NH2:15])[CH:11]=[N:12]2)=[CH:7][CH:6]=1)(=[O:4])=[O:3], predict the reactants needed to synthesize it. The reactants are: [CH3:1][S:2]([C:5]1[CH:14]=[C:13]2[C:8]([CH:9]=[C:10]([N+:15]([O-])=O)[CH:11]=[N:12]2)=[CH:7][CH:6]=1)(=[O:4])=[O:3].